From a dataset of Reaction yield outcomes from USPTO patents with 853,638 reactions. Predict the reaction yield, written as a fraction of the theoretical maximum amount of product (1.0 means a 100% yield; for example, 0.34 means a 34% yield). (1) The reactants are [F:1][C:2]1[C:3]([NH:28][C:29](=[O:34])C(C)(C)C)=[C:4]([CH:8](O)[CH:9]([CH:14]2[CH2:19][CH2:18][N:17](C(OC(C)(C)C)=O)[CH2:16][CH2:15]2)C(OC)=O)[CH:5]=[CH:6][CH:7]=1.O.[ClH:36]. The catalyst is CO. The product is [ClH:36].[F:1][C:2]1[CH:7]=[CH:6][CH:5]=[C:4]2[C:3]=1[NH:28][C:29](=[O:34])[C:9]([CH:14]1[CH2:15][CH2:16][NH:17][CH2:18][CH2:19]1)=[CH:8]2. The yield is 0.830. (2) The reactants are Br[C:2]1[N:7]=[C:6]([CH3:8])[C:5]([CH:9]=[O:10])=[CH:4][CH:3]=1.[OH:11][C:12]1[CH:19]=[CH:18][C:15](C#N)=[CH:14][CH:13]=1.[C:20]([O-])([O-])=[O:21].[K+].[K+]. The catalyst is CN(C=O)C. The product is [CH3:20][O:21][C:15]1[CH:18]=[CH:19][C:12]([O:11][C:2]2[N:7]=[C:6]([CH3:8])[C:5]([CH:9]=[O:10])=[CH:4][CH:3]=2)=[CH:13][CH:14]=1. The yield is 0.800.